Dataset: Catalyst prediction with 721,799 reactions and 888 catalyst types from USPTO. Task: Predict which catalyst facilitates the given reaction. (1) Reactant: [O:1]1[CH2:6][CH2:5][N:4]([C:7]2[C:8]([NH2:26])=[N:9][C:10]3[C:15]([CH:16]=2)=[CH:14][C:13](B2OC(C)(C)C(C)(C)O2)=[CH:12][CH:11]=3)[CH2:3][CH2:2]1.P([O-])([O-])([O-])=O.[K+].[K+].[K+].C1(P(C2CCCCC2)C2C=CC=CC=2C2C(C(C)C)=CC(C(C)C)=CC=2C(C)C)CCCCC1.Br[C:70]1[C:75]([CH3:76])=[CH:74][CH:73]=[CH:72][C:71]=1[C:77]1[O:78][C:79]([CH3:82])=[CH:80][N:81]=1. Product: [CH3:76][C:75]1[CH:74]=[CH:73][CH:72]=[C:71]([C:77]2[O:78][C:79]([CH3:82])=[CH:80][N:81]=2)[C:70]=1[C:13]1[CH:14]=[C:15]2[C:10](=[CH:11][CH:12]=1)[N:9]=[C:8]([NH2:26])[C:7]([N:4]1[CH2:3][CH2:2][O:1][CH2:6][CH2:5]1)=[CH:16]2. The catalyst class is: 110. (2) Reactant: [H-].[Na+].[CH3:3][O:4][CH2:5][O:6][C:7]1[C:15]2[CH:14]=[C:13]([C:16]3[O:20][C:19](=[S:21])[NH:18][N:17]=3)[O:12][C:11]=2[CH:10]=[CH:9][CH:8]=1.[CH3:22]I. Product: [CH3:3][O:4][CH2:5][O:6][C:7]1[C:15]2[CH:14]=[C:13]([C:16]3[O:20][C:19]([S:21][CH3:22])=[N:18][N:17]=3)[O:12][C:11]=2[CH:10]=[CH:9][CH:8]=1. The catalyst class is: 118.